This data is from Catalyst prediction with 721,799 reactions and 888 catalyst types from USPTO. The task is: Predict which catalyst facilitates the given reaction. Reactant: Cl.[F:2][C:3]1[CH:4]=[CH:5][CH:6]=[C:7]2[C:16]=1[C:10]1([CH2:15][CH2:14][NH:13][CH2:12][CH2:11]1)[O:9][C:8]2=[O:17].[C:18]1([C:24]2[CH:25]=[N:26][C:27]([NH:30][C:31](=O)[O:32]C3C=CC=CC=3)=[N:28][CH:29]=2)[CH:23]=[CH:22][CH:21]=[CH:20][CH:19]=1.C(N(CC)CC)C. Product: [F:2][C:3]1[CH:4]=[CH:5][CH:6]=[C:7]2[C:16]=1[C:10]1([CH2:11][CH2:12][N:13]([C:31]([NH:30][C:27]3[N:26]=[CH:25][C:24]([C:18]4[CH:19]=[CH:20][CH:21]=[CH:22][CH:23]=4)=[CH:29][N:28]=3)=[O:32])[CH2:14][CH2:15]1)[O:9][C:8]2=[O:17]. The catalyst class is: 789.